From a dataset of Reaction yield outcomes from USPTO patents with 853,638 reactions. Predict the reaction yield, written as a fraction of the theoretical maximum amount of product (1.0 means a 100% yield; for example, 0.34 means a 34% yield). (1) The reactants are Br[CH:2]([C:15]1[CH:20]=[CH:19][CH:18]=[CH:17][CH:16]=1)[C:3]([C:5]1[C:13]2[C:8](=[CH:9][CH:10]=[C:11]([F:14])[CH:12]=2)[NH:7][CH:6]=1)=[O:4].[C:21]([O:25][CH2:26][CH2:27][O:28][C:29]1[CH:30]=[C:31]([CH:33]=[C:34]([O:36][CH3:37])[CH:35]=1)[NH2:32])([CH3:24])([CH3:23])[CH3:22].C(N(CC)CC)C. The catalyst is C(#N)C. The product is [C:21]([O:25][CH2:26][CH2:27][O:28][C:29]1[CH:30]=[C:31]([NH:32][CH:2]([C:15]2[CH:20]=[CH:19][CH:18]=[CH:17][CH:16]=2)[C:3]([C:5]2[C:13]3[C:8](=[CH:9][CH:10]=[C:11]([F:14])[CH:12]=3)[NH:7][CH:6]=2)=[O:4])[CH:33]=[C:34]([O:36][CH3:37])[CH:35]=1)([CH3:24])([CH3:23])[CH3:22]. The yield is 0.680. (2) The product is [NH2:35][CH2:34][CH:33]([OH:46])[CH2:32][O:31][C:29]1[CH:28]=[CH:27][C:26]2[C:19]3[C:18]([NH:17][C:4]4[CH:5]=[CH:6][C:7]([O:8][CH2:9][C:10]5[CH:15]=[CH:14][CH:13]=[C:12]([F:16])[CH:11]=5)=[C:2]([Cl:1])[CH:3]=4)=[N:23][CH:22]=[N:21][C:20]=3[S:24][C:25]=2[CH:30]=1. The catalyst is CCO. The yield is 0.120. The reactants are [Cl:1][C:2]1[CH:3]=[C:4]([NH:17][C:18]2[C:19]3[C:26]4[CH:27]=[CH:28][C:29]([O:31][CH2:32][CH:33]([OH:46])[CH2:34][N:35]5C(=O)C6C(=CC=CC=6)C5=O)=[CH:30][C:25]=4[S:24][C:20]=3[N:21]=[CH:22][N:23]=2)[CH:5]=[CH:6][C:7]=1[O:8][CH2:9][C:10]1[CH:15]=[CH:14][CH:13]=[C:12]([F:16])[CH:11]=1. (3) The reactants are [F:1][C:2]1[CH:9]=[CH:8][C:5]([CH:6]=O)=[CH:4][CH:3]=1.[CH:10]1([C@@H:13]([NH2:15])[CH3:14])[CH2:12][CH2:11]1.C(O[BH-](OC(=O)C)OC(=O)C)(=O)C.[Na+]. The catalyst is CO. The product is [CH:10]1([C@@H:13]([NH:15][CH2:6][C:5]2[CH:8]=[CH:9][C:2]([F:1])=[CH:3][CH:4]=2)[CH3:14])[CH2:12][CH2:11]1. The yield is 0.790. (4) The reactants are [C:1]([CH:3]1[CH2:8][CH2:7][N:6]([C:9]([C@H:11]([NH:16][C:17]([C:19]2[C:27]3[C:22](=[N:23][CH:24]=[C:25]([C:28]4[C:36]5[C:31](=[CH:32][CH:33]=[C:34]([Cl:37])[CH:35]=5)[N:30]([CH3:38])[N:29]=4)[N:26]=3)[N:21](COCC[Si](C)(C)C)[CH:20]=2)=[O:18])[C:12]([CH3:15])([CH3:14])[CH3:13])=[O:10])[CH2:5][CH2:4]1)#[N:2].FC(F)(F)C(O)=O.C(N)CN. The catalyst is ClCCl. The product is [C:1]([CH:3]1[CH2:8][CH2:7][N:6]([C:9]([C@H:11]([NH:16][C:17]([C:19]2[C:27]3[C:22](=[N:23][CH:24]=[C:25]([C:28]4[C:36]5[C:31](=[CH:32][CH:33]=[C:34]([Cl:37])[CH:35]=5)[N:30]([CH3:38])[N:29]=4)[N:26]=3)[NH:21][CH:20]=2)=[O:18])[C:12]([CH3:15])([CH3:14])[CH3:13])=[O:10])[CH2:5][CH2:4]1)#[N:2]. The yield is 0.240. (5) The reactants are [S:1]1[C:12]2[C:4](=[CH:5][CH:6]=[C:7]3[C:11]=2[C:10](=O)[C:9](=[O:14])[NH:8]3)[N:3]=[CH:2]1.Cl.[F:16][C:17]1[CH:22]=[CH:21][C:20]([NH:23][NH2:24])=[CH:19][CH:18]=1. No catalyst specified. The product is [F:16][C:17]1[CH:22]=[CH:21][C:20]([NH:23]/[N:24]=[C:10]2\[C:9](=[O:14])[NH:8][C:7]3[C:11]\2=[C:12]2[S:1][CH:2]=[N:3][C:4]2=[CH:5][CH:6]=3)=[CH:19][CH:18]=1. The yield is 0.490.